This data is from Buchwald-Hartwig C-N cross coupling reaction yields with 55,370 reactions. The task is: Predict the reaction yield, written as a fraction of the theoretical maximum amount of product (1.0 means a 100% yield; for example, 0.34 means a 34% yield). (1) The reactants are COc1ccc(Cl)cc1.Cc1ccc(N)cc1.O=S(=O)(O[Pd]1c2ccccc2-c2ccccc2N~1)C(F)(F)F.CC(C)c1cc(C(C)C)c(-c2ccccc2P(C(C)(C)C)C(C)(C)C)c(C(C)C)c1.CCN=P(N=P(N(C)C)(N(C)C)N(C)C)(N(C)C)N(C)C.c1ccc2oncc2c1. No catalyst specified. The product is COc1ccc(Nc2ccc(C)cc2)cc1. The yield is 0.0119. (2) The reactants are Ic1cccnc1.Cc1ccc(N)cc1.O=S(=O)(O[Pd]1c2ccccc2-c2ccccc2N~1)C(F)(F)F.CC(C)c1cc(C(C)C)c(-c2ccccc2P(C2CCCCC2)C2CCCCC2)c(C(C)C)c1.CN1CCCN2CCCN=C12.CCOC(=O)c1ccon1. No catalyst specified. The product is Cc1ccc(Nc2cccnc2)cc1. The yield is 0.347.